Dataset: NCI-60 drug combinations with 297,098 pairs across 59 cell lines. Task: Regression. Given two drug SMILES strings and cell line genomic features, predict the synergy score measuring deviation from expected non-interaction effect. (1) Drug 1: CNC(=O)C1=CC=CC=C1SC2=CC3=C(C=C2)C(=NN3)C=CC4=CC=CC=N4. Drug 2: CC1C(C(CC(O1)OC2CC(CC3=C2C(=C4C(=C3O)C(=O)C5=C(C4=O)C(=CC=C5)OC)O)(C(=O)CO)O)N)O.Cl. Cell line: HOP-92. Synergy scores: CSS=43.3, Synergy_ZIP=-0.268, Synergy_Bliss=-2.24, Synergy_Loewe=-20.3, Synergy_HSA=-2.60. (2) Drug 1: CC(CN1CC(=O)NC(=O)C1)N2CC(=O)NC(=O)C2. Drug 2: C1CN(CCN1C(=O)CCBr)C(=O)CCBr. Cell line: RPMI-8226. Synergy scores: CSS=46.1, Synergy_ZIP=4.05, Synergy_Bliss=5.29, Synergy_Loewe=1.14, Synergy_HSA=8.33. (3) Drug 1: C1C(C(OC1N2C=C(C(=O)NC2=O)F)CO)O. Drug 2: CC1=C2C(C(=O)C3(C(CC4C(C3C(C(C2(C)C)(CC1OC(=O)C(C(C5=CC=CC=C5)NC(=O)OC(C)(C)C)O)O)OC(=O)C6=CC=CC=C6)(CO4)OC(=O)C)O)C)O. Cell line: OVCAR3. Synergy scores: CSS=-1.48, Synergy_ZIP=-0.680, Synergy_Bliss=2.00, Synergy_Loewe=-1.45, Synergy_HSA=-1.41. (4) Drug 1: CC1CCC2CC(C(=CC=CC=CC(CC(C(=O)C(C(C(=CC(C(=O)CC(OC(=O)C3CCCCN3C(=O)C(=O)C1(O2)O)C(C)CC4CCC(C(C4)OC)OCCO)C)C)O)OC)C)C)C)OC. Drug 2: C1CNP(=O)(OC1)N(CCCl)CCCl. Cell line: LOX IMVI. Synergy scores: CSS=11.4, Synergy_ZIP=-3.50, Synergy_Bliss=-3.79, Synergy_Loewe=-53.3, Synergy_HSA=-2.40. (5) Drug 1: C1C(C(OC1N2C=C(C(=O)NC2=O)F)CO)O. Drug 2: CCCCC(=O)OCC(=O)C1(CC(C2=C(C1)C(=C3C(=C2O)C(=O)C4=C(C3=O)C=CC=C4OC)O)OC5CC(C(C(O5)C)O)NC(=O)C(F)(F)F)O. Cell line: MDA-MB-231. Synergy scores: CSS=35.3, Synergy_ZIP=-4.26, Synergy_Bliss=-2.88, Synergy_Loewe=-1.01, Synergy_HSA=1.02. (6) Drug 1: CCCS(=O)(=O)NC1=C(C(=C(C=C1)F)C(=O)C2=CNC3=C2C=C(C=N3)C4=CC=C(C=C4)Cl)F. Drug 2: CC(C)NC(=O)C1=CC=C(C=C1)CNNC.Cl. Cell line: SNB-19. Synergy scores: CSS=-4.26, Synergy_ZIP=2.28, Synergy_Bliss=0.538, Synergy_Loewe=-3.01, Synergy_HSA=-2.54. (7) Drug 1: C1=NC2=C(N1)C(=S)N=C(N2)N. Drug 2: C1C(C(OC1N2C=C(C(=O)NC2=O)F)CO)O. Cell line: UACC-257. Synergy scores: CSS=17.3, Synergy_ZIP=-12.8, Synergy_Bliss=-9.35, Synergy_Loewe=-8.22, Synergy_HSA=-5.88. (8) Drug 1: C1CCC(CC1)NC(=O)N(CCCl)N=O. Drug 2: CCC1=C2CN3C(=CC4=C(C3=O)COC(=O)C4(CC)O)C2=NC5=C1C=C(C=C5)O. Cell line: IGROV1. Synergy scores: CSS=43.1, Synergy_ZIP=-4.94, Synergy_Bliss=0.749, Synergy_Loewe=3.63, Synergy_HSA=5.94. (9) Drug 1: CN1CCC(CC1)COC2=C(C=C3C(=C2)N=CN=C3NC4=C(C=C(C=C4)Br)F)OC. Drug 2: N.N.Cl[Pt+2]Cl. Cell line: NCI/ADR-RES. Synergy scores: CSS=2.76, Synergy_ZIP=-0.700, Synergy_Bliss=-0.801, Synergy_Loewe=-5.80, Synergy_HSA=-3.30. (10) Drug 1: C1CCC(CC1)NC(=O)N(CCCl)N=O. Drug 2: CN1C2=C(C=C(C=C2)N(CCCl)CCCl)N=C1CCCC(=O)O.Cl. Cell line: SNB-19. Synergy scores: CSS=26.9, Synergy_ZIP=-10.9, Synergy_Bliss=-11.0, Synergy_Loewe=-19.3, Synergy_HSA=-10.0.